From a dataset of Catalyst prediction with 721,799 reactions and 888 catalyst types from USPTO. Predict which catalyst facilitates the given reaction. (1) Reactant: CO[C:3](=O)[NH:4][C:5]1[CH:6]=[C:7]2[N:13]=[C:12]([CH2:14][C:15]3[CH:20]=[CH:19][C:18]([O:21][CH2:22][CH3:23])=[CH:17][CH:16]=3)[N:11]([CH2:24][CH:25]3[CH2:27][CH2:26]3)[C:8]2=[N:9][CH:10]=1.Cl.[H-].[H-].[H-].[H-].[Li+].[Al+3]. The catalyst class is: 268. Product: [CH:25]1([CH2:24][N:11]2[C:8]3=[N:9][CH:10]=[C:5]([NH:4][CH3:3])[CH:6]=[C:7]3[N:13]=[C:12]2[CH2:14][C:15]2[CH:20]=[CH:19][C:18]([O:21][CH2:22][CH3:23])=[CH:17][CH:16]=2)[CH2:27][CH2:26]1. (2) Reactant: [NH:1]1[C:9]2[C:4](=[CH:5][CH:6]=[CH:7][CH:8]=2)[C:3]([CH:10]2[CH2:15][CH2:14][N:13]([C:16](=[O:18])[CH3:17])[CH2:12][CH2:11]2)=[CH:2]1.[H-].[Na+].[CH3:21]I. Product: [CH3:21][N:1]1[C:9]2[C:4](=[CH:5][CH:6]=[CH:7][CH:8]=2)[C:3]([CH:10]2[CH2:11][CH2:12][N:13]([C:16](=[O:18])[CH3:17])[CH2:14][CH2:15]2)=[CH:2]1. The catalyst class is: 3.